Task: Predict which catalyst facilitates the given reaction.. Dataset: Catalyst prediction with 721,799 reactions and 888 catalyst types from USPTO (1) Reactant: Cl[C:2]1[C:7]([C:8]2[N:12]=[C:11]([C:13]([NH:15][CH2:16][CH2:17][O:18][CH3:19])=[O:14])[O:10][N:9]=2)=[CH:6][N:5]=[C:4]2[NH:20][CH:21]=[CH:22][C:3]=12.Cl.[CH3:24][C@@H:25]1[CH2:30][CH2:29][CH2:28][CH2:27][C@@H:26]1[NH2:31].CCN(C(C)C)C(C)C. Product: [CH3:19][O:18][CH2:17][CH2:16][NH:15][C:13](=[O:14])[C:11]([NH:12][C:8]1[C:7]2[C:2](=[C:3]3[CH:22]=[CH:21][NH:20][C:4]3=[N:5][CH:6]=2)[N:31]([C@H:26]2[CH2:27][CH2:28][CH2:29][CH2:30][C@H:25]2[CH3:24])[N:9]=1)=[O:10]. The catalyst class is: 37. (2) Reactant: Br[C:2]1[C:3]([NH2:16])=[C:4](Br)[C:5]2[O:14][C:9]3=[N:10][CH:11]=[CH:12][CH:13]=[C:8]3[C:6]=2[CH:7]=1.[CH3:17][C:18]1(C)[C:22](C)(C)OB(C(C)=C)O1.[CH:29]1(P(C2CCCCC2)C2C=C(C3C(OC)=CC=CC=3OC)C=CC=2)[CH2:34]CCC[CH2:30]1.O.[O-]P([O-])([O-])=O.[K+].[K+].[K+]. Product: [CH2:17]=[C:18]([C:2]1[C:3]([NH2:16])=[C:4]([C:29]([CH3:34])=[CH2:30])[C:5]2[O:14][C:9]3=[N:10][CH:11]=[CH:12][CH:13]=[C:8]3[C:6]=2[CH:7]=1)[CH3:22]. The catalyst class is: 706. (3) The catalyst class is: 538. Product: [CH3:9][O:10][C:11]([C:13]1[S:14][C:15]([C:7]#[C:6][C:2]([CH3:8])([CH3:1])[CH2:3][CH2:4][OH:5])=[CH:16][C:17]=1[N:18]([CH:28]1[CH2:29][CH2:30][CH:31]([O:34][Si:35]([C:38]([CH3:39])([CH3:41])[CH3:40])([CH3:36])[CH3:37])[CH2:32][CH2:33]1)[C:19]([CH:21]1[CH2:22][CH2:23][CH:24]([CH3:27])[CH2:25][CH2:26]1)=[O:20])=[O:12]. Reactant: [CH3:1][C:2]([CH3:8])([C:6]#[CH:7])[CH2:3][CH2:4][OH:5].[CH3:9][O:10][C:11]([C:13]1[S:14][C:15](I)=[CH:16][C:17]=1[N:18]([CH:28]1[CH2:33][CH2:32][CH:31]([O:34][Si:35]([C:38]([CH3:41])([CH3:40])[CH3:39])([CH3:37])[CH3:36])[CH2:30][CH2:29]1)[C:19]([CH:21]1[CH2:26][CH2:25][CH:24]([CH3:27])[CH2:23][CH2:22]1)=[O:20])=[O:12].C(N(CC)CC)C. (4) Reactant: [CH2:1]([C:5]1[N:6]=[C:7]([CH3:27])[NH:8][C:9](=[O:26])[C:10]=1[CH2:11][C:12]1[CH:17]=[CH:16][C:15]([C:18]2[C:19]([C:24]#[N:25])=[CH:20][CH:21]=[CH:22][CH:23]=2)=[CH:14][CH:13]=1)[CH2:2][CH2:3][CH3:4].[Br:28][C:29]1[CH:30]=[C:31](B(O)O)[CH:32]=[CH:33][CH:34]=1.C(N(CC)CC)C.N1C=CC=CC=1. Product: [Br:28][C:29]1[CH:34]=[C:33]([N:8]2[C:9](=[O:26])[C:10]([CH2:11][C:12]3[CH:17]=[CH:16][C:15]([C:18]4[C:19]([C:24]#[N:25])=[CH:20][CH:21]=[CH:22][CH:23]=4)=[CH:14][CH:13]=3)=[C:5]([CH2:1][CH2:2][CH2:3][CH3:4])[N:6]=[C:7]2[CH3:27])[CH:32]=[CH:31][CH:30]=1. The catalyst class is: 297. (5) Reactant: [CH2:1]([O:8][C:9]([NH:11][CH:12]([C:16]1[CH:21]=[CH:20][CH:19]=[CH:18][CH:17]=1)[C:13]([OH:15])=[O:14])=[O:10])[C:2]1[CH:7]=[CH:6][CH:5]=[CH:4][CH:3]=1.[N:22]12[CH2:29][CH2:28][CH:25]([CH2:26][CH2:27]1)[C@@H:24](O)[CH2:23]2.C(=NC1CCCCC1)=NC1CCCCC1.N1(O)C2C=CC=CC=2N=N1. Product: [CH2:1]([O:8][C:9]([NH:11][CH:12]([C:16]1[CH:21]=[CH:20][CH:19]=[CH:18][CH:17]=1)[C:13]([O:15][C@@H:24]1[CH:25]2[CH2:28][CH2:29][N:22]([CH2:27][CH2:26]2)[CH2:23]1)=[O:14])=[O:10])[C:2]1[CH:3]=[CH:4][CH:5]=[CH:6][CH:7]=1. The catalyst class is: 1.